From a dataset of Catalyst prediction with 721,799 reactions and 888 catalyst types from USPTO. Predict which catalyst facilitates the given reaction. (1) Reactant: [Br:1][C:2]1[S:6][CH:5]=[C:4]([C:7]([OH:9])=O)[CH:3]=1.CN(C(ON1N=N[C:20]2[CH:21]=[CH:22][CH:23]=[N:24][C:19]1=2)=[N+](C)C)C.F[P-](F)(F)(F)(F)F.CCN(C(C)C)C(C)C.N1CCCCC1. Product: [Br:1][C:2]1[S:6][CH:5]=[C:4]([C:7]([N:24]2[CH2:19][CH2:20][CH2:21][CH2:22][CH2:23]2)=[O:9])[CH:3]=1. The catalyst class is: 115. (2) Reactant: [CH2:1]([N:8]([CH2:18][C:19]1[CH:24]=[CH:23][CH:22]=[CH:21][CH:20]=1)[C:9]1[CH:14]=[C:13]([F:15])[C:12](Br)=[CH:11][C:10]=1[F:17])[C:2]1[CH:7]=[CH:6][CH:5]=[CH:4][CH:3]=1.[N:25]1([C:31]([O:33][C:34]([CH3:37])([CH3:36])[CH3:35])=[O:32])[CH2:30][CH2:29][NH:28][CH2:27][CH2:26]1.C(=O)([O-])[O-].[Cs+].[Cs+]. Product: [CH2:1]([N:8]([CH2:18][C:19]1[CH:24]=[CH:23][CH:22]=[CH:21][CH:20]=1)[C:9]1[C:10]([F:17])=[CH:11][C:12]([N:28]2[CH2:27][CH2:26][N:25]([C:31]([O:33][C:34]([CH3:37])([CH3:36])[CH3:35])=[O:32])[CH2:30][CH2:29]2)=[C:13]([F:15])[CH:14]=1)[C:2]1[CH:7]=[CH:6][CH:5]=[CH:4][CH:3]=1. The catalyst class is: 164. (3) Reactant: [CH2:1]([NH2:4])[C:2]#[CH:3].C(N(CC)CC)C.[CH2:12]([O:19][C:20](Cl)=[O:21])[C:13]1[CH:18]=[CH:17][CH:16]=[CH:15][CH:14]=1. Product: [C:20]([NH:4][CH2:1][C:2]#[CH:3])([O:19][CH2:12][C:13]1[CH:18]=[CH:17][CH:16]=[CH:15][CH:14]=1)=[O:21]. The catalyst class is: 13. (4) Reactant: [NH2:1][C:2]1[CH:7]=[C:6]([F:8])[C:5]([Cl:9])=[CH:4][C:3]=1[CH2:10][OH:11]. Product: [NH2:1][C:2]1[CH:7]=[C:6]([F:8])[C:5]([Cl:9])=[CH:4][C:3]=1[CH:10]=[O:11]. The catalyst class is: 703. (5) Reactant: [C:1]([C:5]1[N:10]=[C:9]([O:11][C:12]2[C:17]([CH3:18])=[CH:16][C:15]([CH3:19])=[CH:14][C:13]=2[CH3:20])[C:8]([C:21]([NH:23][S:24](=[NH:35])([C:26]2[CH:31]=[CH:30][CH:29]=[C:28]([N+:32]([O-])=O)[CH:27]=2)=[O:25])=[O:22])=[CH:7][CH:6]=1)([CH3:4])([CH3:3])[CH3:2]. Product: [NH2:32][C:28]1[CH:27]=[C:26]([S:24]([NH:23][C:21]([C:8]2[C:9]([O:11][C:12]3[C:13]([CH3:20])=[CH:14][C:15]([CH3:19])=[CH:16][C:17]=3[CH3:18])=[N:10][C:5]([C:1]([CH3:2])([CH3:3])[CH3:4])=[CH:6][CH:7]=2)=[O:22])(=[NH:35])=[O:25])[CH:31]=[CH:30][CH:29]=1. The catalyst class is: 19. (6) Reactant: [CH3:1][C:2]1[N:6]=[C:5]([CH3:7])[N:4]([C:8]2[CH:13]=[C:12]([CH:14]=[CH2:15])[CH:11]=[C:10]([CH3:16])[N:9]=2)[N:3]=1.[N+](=[CH:19][C:20]([O:22][CH2:23][CH3:24])=[O:21])=[N-]. Product: [CH3:1][C:2]1[N:6]=[C:5]([CH3:7])[N:4]([C:8]2[CH:13]=[C:12]([C@@H:14]3[CH2:15][C@H:19]3[C:20]([O:22][CH2:23][CH3:24])=[O:21])[CH:11]=[C:10]([CH3:16])[N:9]=2)[N:3]=1. The catalyst class is: 11. (7) Product: [Cl:1][C:2]1[CH:3]=[CH:4][C:5]([O:8][CH:10]2[CH2:14][CH2:13][NH:12][CH2:11]2)=[N:6][CH:7]=1. Reactant: [Cl:1][C:2]1[CH:3]=[CH:4][C:5]([OH:8])=[N:6][CH:7]=1.O[CH:10]1[CH2:14][CH2:13][N:12](C(OC(C)(C)C)=O)[CH2:11]1.C1(P(C2C=CC=CC=2)C2C=CC=CC=2)C=CC=CC=1.N(C(OCC)=O)=NC(OCC)=O. The catalyst class is: 76.